Binary Classification. Given two protein amino acid sequences, predict whether they physically interact or not. From a dataset of Human Reference Interactome with 51,813 positive PPI pairs across 8,248 proteins, plus equal number of experimentally-validated negative pairs. (1) Protein 1 (ENSG00000198315) has sequence MAEESRKPSAPSPPDQTPEEDLVIVKVEEDHGWDQESSLHESNPLGQEVFRLRFRQLRYQETLGPREALIQLRALCHQWLRPDLNTKEQILELLVLEQFLTILPEELQTLVKEHQLENGEEVVTLLEDLERQIDILGRPVSARVHGHRVLWEEVVHSASAPEPPNTQLQSEATQHKSPVPQESQERAMSTSQSPTRSQKGSSGDQEMTATLLTAGFQTLEKIEDMAVSLIREEWLLDPSQKDLCRDNRPENFRNMFSLGGETRSENRELASKQVISTGIQPHGETAAKCNGDVIRGLEHE.... Protein 2 (ENSG00000146757) has sequence MGPLTFRDVKIEFSLEEWQCLDTAQRNLYRDVMLENYRNLVFLGIAVSKPDLITWLEQGKEPWNLKRHEMVDKTPVMCSHFAQDVWPEHSIKDSFQKVILRTYGKYGHENLQLRKDHKSVDACKVYKGGYNGLNQCLTTTDSKIFQCDKYVKVFHKFPNVNRNKIRHTGKKPFKCKNRGKSFCMLSQLTQHKKIHTREYSYKCEECGKAFNWSSTLTKHKIIHTGEKPYKCEECGKAFNRSSNLTKHKIIHTGEKPYKCEECGKAFNRSSTLTKHKRIHTEEKPYKCEECGKAFNQFSIL.... Result: 0 (the proteins do not interact). (2) Protein 1 (ENSG00000129197) has sequence MAESLRSPRRSLYKLVGSPPWKEAFRQRCLERMRNSRDRLLNRYRQAGSSGPGNSQNSFLVQEVMEEEWNALQSVENCPEDLAQLEELIDMAVLEEIQQELINQEQSIISEYEKSLQFDEKCLSIMLAEWEANPLICPVCTKPVILGL*MAESLRSPRRSLYKLVGSPPWKEAFRQRCLERMRNSRDRLLNRYRQAGSSGPGNSQNSFLVQEVMEEEWNALQSVENCPEDLAQLEELIDMAVLEEIQQELINQEQSIISEYEKSLQFDEKCLSIMLAEWEANPLICPVCTKYNLRITSGV.... Protein 2 (ENSG00000182185) has sequence MGSKKLKRVGLSQELCDRLSRHQILTCQDFLCLSPLELMKVTGLSYRGVHELLCMVSRACAPKMQTAYGIKAQRSADFSPAFLSTTLSALDEALHGGVACGSLTEITGPPGCGKTQFCIMMSILATLPTNMGGLEGAVVYIDTESAFSAERLVEIAESRFPRYFNTEEKLLLTSSKVHLYRELTCDEVLQRIESLEEEIISKGIKLVILDSVASVVRKEFDAQLQGNLKERNKFLAREASSLKYLAEEFSIPVSFSFFLFFLFLSFVSFILHSLTYGIK*MGSKKLKRVGLSQELCDRLS.... Result: 1 (the proteins interact).